Dataset: Full USPTO retrosynthesis dataset with 1.9M reactions from patents (1976-2016). Task: Predict the reactants needed to synthesize the given product. (1) Given the product [Cl:1][C:2]1[CH:25]=[C:24]([Cl:26])[CH:23]=[CH:22][C:3]=1[CH2:4][N:5]1[C:13]2[C:8](=[CH:9][C:10]([F:20])=[CH:11][C:12]=2[C:14]([OH:34])=[O:18])[C:7]([CH3:21])=[CH:6]1, predict the reactants needed to synthesize it. The reactants are: [Cl:1][C:2]1[CH:25]=[C:24]([Cl:26])[CH:23]=[CH:22][C:3]=1[CH2:4][N:5]1[C:13]2[C:8](=[CH:9][C:10]([F:20])=[CH:11][C:12]=2[C:14]2[O:18]N=C(N)N=2)[C:7]([CH3:21])=[CH:6]1.N1C=CC=CC=1.N[OH:34].Cl. (2) Given the product [CH2:1]([N:8]1[C:16]2[C:11](=[CH:12][C:13]([C:25]3[CH:26]=[CH:27][C:22]([C:18]([CH3:21])([CH3:20])[CH3:19])=[CH:23][CH:24]=3)=[CH:14][CH:15]=2)[CH:10]=[CH:9]1)[C:2]1[CH:7]=[CH:6][CH:5]=[CH:4][CH:3]=1, predict the reactants needed to synthesize it. The reactants are: [CH2:1]([N:8]1[C:16]2[C:11](=[CH:12][C:13](Br)=[CH:14][CH:15]=2)[CH:10]=[CH:9]1)[C:2]1[CH:7]=[CH:6][CH:5]=[CH:4][CH:3]=1.[C:18]([C:22]1[CH:27]=[CH:26][C:25](B(O)O)=[CH:24][CH:23]=1)([CH3:21])([CH3:20])[CH3:19].ClCCl.C(=O)([O-])[O-].[K+].[K+]. (3) Given the product [CH3:1][N:2]1[CH2:3][CH2:4][N:5]([C:8]2[CH:26]=[CH:25][C:11]([CH2:12][CH:13]([CH3:19])[C:14]([OH:16])=[O:15])=[CH:10][CH:9]=2)[CH2:6][CH2:7]1, predict the reactants needed to synthesize it. The reactants are: [CH3:1][N:2]1[CH2:7][CH2:6][N:5]([C:8]2[CH:26]=[CH:25][C:11]([CH2:12][C:13](C)([C:19](OCC)=O)[C:14]([O:16]CC)=[O:15])=[CH:10][CH:9]=2)[CH2:4][CH2:3]1. (4) Given the product [Cl:9][C:6]1[CH:5]=[N:4][CH:3]=[C:2]([Cl:1])[C:7]=1[N:10]1[CH2:18][CH2:17][CH:13]([C:14]#[N:16])[CH2:12][CH2:11]1, predict the reactants needed to synthesize it. The reactants are: [Cl:1][C:2]1[CH:3]=[N:4][CH:5]=[C:6]([Cl:9])[C:7]=1Cl.[NH:10]1[CH2:18][CH2:17][CH:13]([C:14]([NH2:16])=O)[CH2:12][CH2:11]1.C(N(CC)CC)C. (5) Given the product [C:1]([O:4][C:5]1[C:6]([C:20]#[C:19][Si:21]([CH3:24])([CH3:23])[CH3:22])=[N:7][CH:8]=[CH:9][CH:10]=1)(=[O:3])[CH3:2], predict the reactants needed to synthesize it. The reactants are: [C:1]([O:4][C:5]1[C:6](Br)=[N:7][CH:8]=[CH:9][CH:10]=1)(=[O:3])[CH3:2].C(N(CC)CC)C.[C:19]([Si:21]([CH3:24])([CH3:23])[CH3:22])#[CH:20].